From a dataset of Full USPTO retrosynthesis dataset with 1.9M reactions from patents (1976-2016). Predict the reactants needed to synthesize the given product. (1) Given the product [CH:1]([O:4][C:5](=[O:12])[N:6]([CH2:8][CH2:9][CH2:10][NH:11][C:20]1[CH:21]=[CH:22][C:17]2[N:18]([C:14]([Br:13])=[CH:15][N:16]=2)[N:19]=1)[CH3:7])([CH3:3])[CH3:2], predict the reactants needed to synthesize it. The reactants are: [CH:1]([O:4][C:5](=[O:12])[N:6]([CH2:8][CH2:9][CH2:10][NH2:11])[CH3:7])([CH3:3])[CH3:2].[Br:13][C:14]1[N:18]2[N:19]=[C:20](Cl)[CH:21]=[CH:22][C:17]2=[N:16][CH:15]=1.CCN(C(C)C)C(C)C. (2) Given the product [O:15]=[C:12]1[C:2]2[S:1][C:5]([C:6]([OH:8])=[O:7])=[CH:4][C:3]=2[CH2:9][CH2:10][CH2:11]1, predict the reactants needed to synthesize it. The reactants are: [S:1]1[C:5]([C:6]([OH:8])=[O:7])=[CH:4][C:3]2[CH2:9][CH2:10][CH2:11][CH2:12][C:2]1=2.O.[N+]([O-])([O-])=[O:15].[Ce+4].[NH4+].[N+]([O-])([O-])=O.[N+]([O-])([O-])=O.[N+]([O-])([O-])=O.[N+]([O-])([O-])=O. (3) Given the product [CH2:1]([N:8]([CH2:21][C:22]1[CH:23]=[CH:24][C:25]([O:26][C:27]2[CH:28]=[CH:29][C:30]([O:31][CH2:32][CH2:33][CH2:34][CH2:35][C:36]([NH:51][C@H:50]([C:49]([OH:48])=[O:56])[C@H:52]([CH2:54][CH3:55])[CH3:53])=[O:37])=[CH:39][CH:40]=2)=[CH:41][CH:42]=1)[C:9]1[CH:14]=[CH:13][CH:12]=[C:11]([NH:15][S:16]([CH3:19])(=[O:17])=[O:18])[C:10]=1[CH3:20])[C:2]1[CH:3]=[CH:4][CH:5]=[CH:6][CH:7]=1, predict the reactants needed to synthesize it. The reactants are: [CH2:1]([N:8]([CH2:21][C:22]1[CH:42]=[CH:41][C:25]([O:26][C:27]2[CH:40]=[CH:39][C:30]([O:31][CH2:32][CH2:33][CH2:34][CH2:35][C:36](O)=[O:37])=[CH:29][CH:28]=2)=[CH:24][CH:23]=1)[C:9]1[CH:14]=[CH:13][CH:12]=[C:11]([NH:15][S:16]([CH3:19])(=[O:18])=[O:17])[C:10]=1[CH3:20])[C:2]1[CH:7]=[CH:6][CH:5]=[CH:4][CH:3]=1.Cl.C([O:48][C:49](=[O:56])[C@H:50]([C@H:52]([CH2:54][CH3:55])[CH3:53])[NH2:51])(C)(C)C. (4) Given the product [CH2:12]([O:15][C:16]1[C:23]([O:24][CH3:25])=[CH:22][C:19]([CH:20]2[C:3]3[C:2](=[CH:1][C:10]4[CH:9]=[CH:8][CH:7]=[CH:6][C:5]=4[CH:4]=3)[O:11][C:27]([NH2:31])=[C:28]2[C:29]#[N:30])=[CH:18][C:17]=1[Br:26])[CH:13]=[CH2:14], predict the reactants needed to synthesize it. The reactants are: [CH:1]1[C:10]2[C:5](=[CH:6][CH:7]=[CH:8][CH:9]=2)[CH:4]=[CH:3][C:2]=1[OH:11].[CH2:12]([O:15][C:16]1[C:23]([O:24][CH3:25])=[CH:22][C:19]([CH:20]=O)=[CH:18][C:17]=1[Br:26])[CH:13]=[CH2:14].[C:27](#[N:31])[CH2:28][C:29]#[N:30].N1CCCCC1.